This data is from Experimentally validated miRNA-target interactions with 360,000+ pairs, plus equal number of negative samples. The task is: Binary Classification. Given a miRNA mature sequence and a target amino acid sequence, predict their likelihood of interaction. The miRNA is hsa-miR-3660 with sequence ACUGACAGGAGAGCAUUUUGA. The protein sequence of the target gene is MAAPEGSGLGEDARLDQETAQWLRWDKNSLTLEAVKRLIAEGNKEELRKCFGARMEFGTAGLRAAMGPGISRMNDLTIIQTTQGFCRYLEKQFSDLKQKGIVISFDARAHPSSGGSSRRFARLAATTFISQGIPVYLFSDITPTPFVPFTVSHLKLCAGIMITASHNPKQDNGYKVYWDNGAQIISPHDKGISQAIEENLEPWPQAWDDSLIDSSPLLHNPSASINNDYFEDLKKYCFHRSVNRETKVKFVHTSVHGVGHSFVQSAFKAFDLVPPEAVPEQKDPDPEFPTVKYPNPEEGK.... Result: 0 (no interaction).